Dataset: Full USPTO retrosynthesis dataset with 1.9M reactions from patents (1976-2016). Task: Predict the reactants needed to synthesize the given product. (1) Given the product [CH3:39][NH:40][C:27]([C:22]1[C:21]2[C:20]3[C:19](=[C:32]([CH3:33])[O:31][N:30]=3)[C:18](=[O:34])[N:17]([CH:13]3[CH2:14][CH2:15][CH2:16][CH:11]([CH2:10][NH:9][C:1](=[O:8])[C:2]4[CH:7]=[CH:6][CH:5]=[CH:4][CH:3]=4)[CH2:12]3)[C:26]=2[CH:25]=[CH:24][CH:23]=1)=[O:28], predict the reactants needed to synthesize it. The reactants are: [C:1]([NH:9][CH2:10][CH:11]1[CH2:16][CH2:15][CH2:14][CH:13]([N:17]2[C:26]3[CH:25]=[CH:24][CH:23]=[C:22]([C:27](O)=[O:28])[C:21]=3[C:20]3=[N:30][O:31][C:32]([CH3:33])=[C:19]3[C:18]2=[O:34])[CH2:12]1)(=[O:8])[C:2]1[CH:7]=[CH:6][CH:5]=[CH:4][CH:3]=1.S(Cl)(Cl)=O.[CH3:39][NH2:40]. (2) The reactants are: FC(F)(F)C(O)=O.[NH2:8][CH2:9][CH2:10][C:11]1[CH:18]=[CH:17][C:14]([C:15]#[N:16])=[C:13]([CH3:19])[CH:12]=1.C(=O)([O-])[O-].[K+].[K+].Br[CH2:27][CH2:28][CH2:29][O:30][CH3:31]. Given the product [CH3:31][O:30][CH2:29][CH2:28][CH2:27][NH:8][CH2:9][CH2:10][C:11]1[CH:18]=[CH:17][C:14]([C:15]#[N:16])=[C:13]([CH3:19])[CH:12]=1, predict the reactants needed to synthesize it. (3) Given the product [F:26][C:25]1[CH:24]=[CH:23][C:10]([CH2:11][C:12]2[C:21]3[C:16](=[CH:17][CH:18]=[CH:19][CH:20]=3)[C:15](=[O:22])[NH:14][N:13]=2)=[CH:9][C:8]=1[C:6]([N:4]1[CH2:3][CH:2]([NH:1][C:27]2([C:36]#[N:37])[CH2:30][CH2:29][CH2:28]2)[CH2:5]1)=[O:7], predict the reactants needed to synthesize it. The reactants are: [NH2:1][CH:2]1[CH2:5][N:4]([C:6]([C:8]2[CH:9]=[C:10]([CH:23]=[CH:24][C:25]=2[F:26])[CH2:11][C:12]2[C:21]3[C:16](=[CH:17][CH:18]=[CH:19][CH:20]=3)[C:15](=[O:22])[NH:14][N:13]=2)=[O:7])[CH2:3]1.[C:27]1(=O)[CH2:30][CH2:29][CH2:28]1.C[Si]([C:36]#[N:37])(C)C. (4) Given the product [NH2:28][C:6]1[CH:7]=[C:8]([NH:11][C:12]([C:14]2[C:15]([NH:20][CH2:21][C:22]3[CH:27]=[CH:26][CH:25]=[CH:24][N:23]=3)=[N:16][CH:17]=[CH:18][CH:19]=2)=[O:13])[CH:9]=[CH:10][C:5]=1[C:1]([CH3:3])([CH3:2])[CH3:4], predict the reactants needed to synthesize it. The reactants are: [C:1]([C:5]1[CH:10]=[CH:9][C:8]([NH:11][C:12]([C:14]2[C:15]([NH:20][CH2:21][C:22]3[CH:27]=[CH:26][CH:25]=[CH:24][N:23]=3)=[N:16][CH:17]=[CH:18][CH:19]=2)=[O:13])=[CH:7][C:6]=1[N+:28]([O-])=O)([CH3:4])([CH3:3])[CH3:2].[NH4+].[Cl-]. (5) Given the product [CH:27]1([N:14]([CH2:13][CH2:12][CH2:11][C:5]2[C:4]3[C:8](=[CH:9][CH:10]=[C:2]([F:1])[CH:3]=3)[NH:7][CH:6]=2)[CH:15]2[CH2:24][C:23]3[C:18](=[CH:19][CH:20]=[CH:21][C:22]=3[O:25][CH3:26])[O:17][CH2:16]2)[CH2:30][CH2:29][CH2:28]1, predict the reactants needed to synthesize it. The reactants are: [F:1][C:2]1[CH:3]=[C:4]2[C:8](=[CH:9][CH:10]=1)[NH:7][CH:6]=[C:5]2[CH2:11][CH2:12][CH2:13][NH:14][CH:15]1[CH2:24][C:23]2[C:18](=[CH:19][CH:20]=[CH:21][C:22]=2[O:25][CH3:26])[O:17][CH2:16]1.[C:27]1(=O)[CH2:30][CH2:29][CH2:28]1.C(O)(=O)C.C([BH3-])#N.[Na+]. (6) Given the product [C:20]([C:22]1[CH:23]=[C:24]([S:29]([NH:32][C:33]2[S:37][N:36]=[CH:35][N:34]=2)(=[O:31])=[O:30])[CH:25]=[CH:26][C:27]=1[O:13][C:3]1[CH:4]=[CH:5][C:6]([O:8][C:9]([F:11])([F:12])[F:10])=[CH:7][C:2]=1[I:1])#[N:21], predict the reactants needed to synthesize it. The reactants are: [I:1][C:2]1[CH:7]=[C:6]([O:8][C:9]([F:12])([F:11])[F:10])[CH:5]=[CH:4][C:3]=1[OH:13].C(=O)([O-])[O-].[K+].[K+].[C:20]([C:22]1[CH:23]=[C:24]([S:29]([NH:32][C:33]2[S:37][N:36]=[CH:35][N:34]=2)(=[O:31])=[O:30])[CH:25]=[CH:26][C:27]=1F)#[N:21].Cl.